Dataset: Full USPTO retrosynthesis dataset with 1.9M reactions from patents (1976-2016). Task: Predict the reactants needed to synthesize the given product. (1) Given the product [OH:7][CH:6]([C:2]1[S:1][CH:5]=[CH:4][N:3]=1)[C@H:8]1[CH2:13][CH2:12][C@H:11]([C:14]([O:16][CH3:17])=[O:15])[CH2:10][CH2:9]1, predict the reactants needed to synthesize it. The reactants are: [S:1]1[CH:5]=[CH:4][N:3]=[C:2]1[C:6]([C@H:8]1[CH2:13][CH2:12][C@H:11]([C:14]([O:16][CH3:17])=[O:15])[CH2:10][CH2:9]1)=[O:7].[BH4-].[Na+]. (2) Given the product [Cl:1][C:2]1[CH:3]=[CH:4][C:5]2[O:9][C:8]([C:10]3[CH:15]=[CH:14][C:13]([F:16])=[CH:12][CH:11]=3)=[C:7]([C:17]3[NH:23][CH2:22][CH2:21][N:24]=3)[C:6]=2[C:19]=1[F:20], predict the reactants needed to synthesize it. The reactants are: [Cl:1][C:2]1[CH:3]=[CH:4][C:5]2[O:9][C:8]([C:10]3[CH:15]=[CH:14][C:13]([F:16])=[CH:12][CH:11]=3)=[C:7]([CH:17]=O)[C:6]=2[C:19]=1[F:20].[CH2:21]([NH2:24])[CH2:22][NH2:23].C(=O)([O-])[O-].[K+].[K+].II. (3) Given the product [CH2:1]([O:3][C:4](=[O:41])[CH:5]([NH:22][C:23]([C:25]1([NH:30][C:31](=[O:40])[CH:32]([S:36][C:37](=[O:39])[CH3:38])[CH:33]([CH3:35])[CH3:34])[CH2:26][CH2:27][CH2:28][CH2:29]1)=[O:24])[CH2:6][C:7]1[CH:8]=[N:9][C:10]([C:13]2[CH:18]=[CH:17][CH:16]=[C:15]([NH2:19])[CH:14]=2)=[CH:11][CH:12]=1)[CH3:2], predict the reactants needed to synthesize it. The reactants are: [CH2:1]([O:3][C:4](=[O:41])[CH:5]([NH:22][C:23]([C:25]1([NH:30][C:31](=[O:40])[CH:32]([S:36][C:37](=[O:39])[CH3:38])[CH:33]([CH3:35])[CH3:34])[CH2:29][CH2:28][CH2:27][CH2:26]1)=[O:24])[CH2:6][C:7]1[CH:8]=[N:9][C:10]([C:13]2[CH:18]=[CH:17][CH:16]=[C:15]([N+:19]([O-])=O)[CH:14]=2)=[CH:11][CH:12]=1)[CH3:2]. (4) Given the product [Cl:27][C:28]1[N:29]=[CH:30][C:31]([CH2:34][N:3]2[CH:4]=[CH:5][CH:6]=[CH:7][C:2]2=[N:1][C:13](=[O:18])[C:14]([F:15])([F:16])[F:17])=[CH:32][CH:33]=1, predict the reactants needed to synthesize it. The reactants are: [NH2:1][C:2]1[CH:7]=[CH:6][CH:5]=[CH:4][N:3]=1.[F:15][C:14]([F:17])([F:16])[C:13](O[C:13](=[O:18])[C:14]([F:17])([F:16])[F:15])=[O:18].C(=O)([O-])[O-].[K+].[K+].[Cl:27][C:28]1[CH:33]=[CH:32][C:31]([CH2:34]Cl)=[CH:30][N:29]=1.